Dataset: Forward reaction prediction with 1.9M reactions from USPTO patents (1976-2016). Task: Predict the product of the given reaction. (1) Given the reactants [NH2:1][C:2](=[N:32][OH:33])[C:3]1[CH:4]=[C:5]2[C:10](=[CH:11][CH:12]=1)[C:9](=[O:13])[N:8]([CH2:14][CH:15]([CH3:17])[CH3:16])[C:7]([CH2:18][NH:19][C:20](=[O:26])[O:21][C:22]([CH3:25])([CH3:24])[CH3:23])=[C:6]2[O:27][CH2:28][CH2:29][CH2:30][CH3:31].[C:34](N1C=CN=C1)(N1C=CN=C1)=[O:35].O, predict the reaction product. The product is: [CH2:28]([O:27][C:6]1[C:5]2[C:10](=[CH:11][CH:12]=[C:3]([C:2]3[NH:1][C:34](=[O:35])[O:33][N:32]=3)[CH:4]=2)[C:9](=[O:13])[N:8]([CH2:14][CH:15]([CH3:16])[CH3:17])[C:7]=1[CH2:18][NH:19][C:20](=[O:26])[O:21][C:22]([CH3:23])([CH3:24])[CH3:25])[CH2:29][CH2:30][CH3:31]. (2) Given the reactants C(=O)([O-])[O-].[K+].[K+].[NH:7]1[CH2:12][CH2:11][NH:10][CH2:9][CH2:8]1.[CH3:13][C:14]([C:16]1[CH:21]=[CH:20][C:19](F)=[CH:18][CH:17]=1)=[O:15], predict the reaction product. The product is: [N:7]1([C:19]2[CH:20]=[CH:21][C:16]([C:14](=[O:15])[CH3:13])=[CH:17][CH:18]=2)[CH2:12][CH2:11][NH:10][CH2:9][CH2:8]1. (3) Given the reactants [F:1][C:2]([F:28])([CH:13]1[CH2:18][CH2:17][CH:16]([CH:19]2[CH2:24][CH2:23][CH:22]([CH2:25][CH2:26][CH3:27])[CH2:21][CH2:20]2)[CH2:15][CH2:14]1)[O:3][C:4]1[CH:9]=[C:8]([F:10])[C:7]([OH:11])=[C:6]([F:12])[CH:5]=1.[H-].[Na+].Cl/[CH:32]=[CH:33]/[C:34]([F:37])([F:36])[F:35].O, predict the reaction product. The product is: [F:12][C:6]1[CH:5]=[C:4]([CH:9]=[C:8]([F:10])[C:7]=1[O:11]/[CH:32]=[CH:33]/[C:34]([F:37])([F:36])[F:35])[O:3][C:2]([F:1])([F:28])[CH:13]1[CH2:14][CH2:15][CH:16]([CH:19]2[CH2:24][CH2:23][CH:22]([CH2:25][CH2:26][CH3:27])[CH2:21][CH2:20]2)[CH2:17][CH2:18]1. (4) Given the reactants C([O:3][C:4](=[O:29])[CH2:5][C:6]1[N:7]=[C:8]([NH:11][C:12](=[O:28])[CH:13]([C:20]2[CH:25]=[CH:24][C:23]([Cl:26])=[C:22]([Cl:27])[CH:21]=2)[CH2:14][CH:15]2[CH2:19][CH2:18][CH2:17][CH2:16]2)[S:9][CH:10]=1)C.[OH-].[Na+], predict the reaction product. The product is: [CH:15]1([CH2:14][CH:13]([C:20]2[CH:25]=[CH:24][C:23]([Cl:26])=[C:22]([Cl:27])[CH:21]=2)[C:12]([NH:11][C:8]2[S:9][CH:10]=[C:6]([CH2:5][C:4]([OH:29])=[O:3])[N:7]=2)=[O:28])[CH2:19][CH2:18][CH2:17][CH2:16]1. (5) Given the reactants CCN(C(C)C)C(C)C.[C:10]([C:12]1[N:17]=[N:16][C:15]([N:18]([CH2:26][C:27]2([C:31]3[C:36]([F:37])=[CH:35][CH:34]=[CH:33][N:32]=3)[CH2:30][CH2:29][CH2:28]2)[C:19](=[O:25])[O:20][C:21]([CH3:24])([CH3:23])[CH3:22])=[CH:14][CH:13]=1)#[N:11].[SH2:38], predict the reaction product. The product is: [C:10]([C:12]1[N:17]=[N:16][C:15]([N:18]([CH2:26][C:27]2([C:31]3[C:36]([F:37])=[CH:35][CH:34]=[CH:33][N:32]=3)[CH2:30][CH2:29][CH2:28]2)[C:19](=[O:25])[O:20][C:21]([CH3:24])([CH3:23])[CH3:22])=[CH:14][CH:13]=1)(=[S:38])[NH2:11]. (6) Given the reactants [F:1][C:2]1[CH:3]=[C:4]([C@H:10]2[NH:15][C@@H:14]([C@H:16]([OH:18])[CH3:17])[CH2:13][O:12][CH2:11]2)[CH:5]=[C:6]([F:9])[C:7]=1[F:8].O.C(=O)(O)[O-].[Na+].Cl[C:26]([O:28][CH2:29][C:30]1[CH:35]=[CH:34][CH:33]=[CH:32][CH:31]=1)=[O:27], predict the reaction product. The product is: [CH2:29]([O:28][C:26]([N:15]1[C@H:10]([C:4]2[CH:3]=[C:2]([F:1])[C:7]([F:8])=[C:6]([F:9])[CH:5]=2)[CH2:11][O:12][CH2:13][C@@H:14]1[C@H:16]([OH:18])[CH3:17])=[O:27])[C:30]1[CH:35]=[CH:34][CH:33]=[CH:32][CH:31]=1.